This data is from Full USPTO retrosynthesis dataset with 1.9M reactions from patents (1976-2016). The task is: Predict the reactants needed to synthesize the given product. (1) Given the product [I:21][C:18]1[CH:19]=[C:20]2[C:15](=[CH:16][CH:17]=1)[N:14]=[CH:13][C:12]([C:22]#[N:23])=[C:11]2[CH3:5], predict the reactants needed to synthesize it. The reactants are: C(OC(=O)[CH:5]([C:11]1[C:20]2[C:15](=[CH:16][CH:17]=[C:18]([I:21])[CH:19]=2)[N:14]=[CH:13][C:12]=1[C:22]#[N:23])C(OCC)=O)C.[Cl-].[Li+].O. (2) Given the product [NH2:5][CH2:6][CH2:7][CH2:8][N:9]([CH2:65][CH2:66][CH2:67][NH2:68])[CH2:10][CH2:11][CH2:12][NH:13][CH2:14][C:15]([NH:17][CH2:18][CH:19]1[CH2:23][O:22][CH:21]([O:24][CH2:25][CH2:26][CH2:27][C:28]([N:30]([CH2:31][CH2:32][CH2:33][CH2:34][CH2:35][CH2:36][CH2:37][CH2:38][CH2:39][CH2:40][CH2:41][CH2:42][CH2:43][CH3:44])[CH2:45][CH2:46][CH2:47][CH2:48][CH2:49][CH2:50][CH2:51][CH2:52][CH2:53][CH2:54][CH2:55][CH2:56][CH2:57][CH3:58])=[O:29])[O:20]1)=[O:16], predict the reactants needed to synthesize it. The reactants are: FC(F)(F)C([NH:5][CH2:6][CH2:7][CH2:8][N:9]([CH2:65][CH2:66][CH2:67][NH:68]C(=O)C(F)(F)F)[CH2:10][CH2:11][CH2:12][N:13](C(=O)C(F)(F)F)[CH2:14][C:15]([NH:17][CH2:18][CH:19]1[CH2:23][O:22][CH:21]([O:24][CH2:25][CH2:26][CH2:27][C:28]([N:30]([CH2:45][CH2:46][CH2:47][CH2:48][CH2:49][CH2:50][CH2:51][CH2:52][CH2:53][CH2:54][CH2:55][CH2:56][CH2:57][CH3:58])[CH2:31][CH2:32][CH2:33][CH2:34][CH2:35][CH2:36][CH2:37][CH2:38][CH2:39][CH2:40][CH2:41][CH2:42][CH2:43][CH3:44])=[O:29])[O:20]1)=[O:16])=O.[OH-].[Na+]. (3) Given the product [Cl:1][C:2]1[CH:3]=[CH:4][C:5]([S:8]([CH:11]([C:12]2[C:13]([F:20])=[CH:14][CH:15]=[C:16]([F:19])[C:17]=2[F:18])[CH2:25][CH2:24][C:23]2[CH:22]=[C:26]([CH3:31])[CH:27]=[CH:28][C:29]=2[S:32]([NH2:35])(=[O:34])=[O:33])(=[O:10])=[O:9])=[CH:6][CH:7]=1, predict the reactants needed to synthesize it. The reactants are: [Cl:1][C:2]1[CH:7]=[CH:6][C:5]([S:8]([CH2:11][C:12]2[C:17]([F:18])=[C:16]([F:19])[CH:15]=[CH:14][C:13]=2[F:20])(=[O:10])=[O:9])=[CH:4][CH:3]=1.[Li][CH2:22][CH2:23][CH2:24][CH3:25].[C:26]1(C)[CH:31]=C[C:29]([S:32]([N:35]2CC2)(=[O:34])=[O:33])=[CH:28][CH:27]=1. (4) Given the product [Br:12][C:13]1[CH:18]=[CH:17][C:16]([C@@H:19]([NH:21][CH2:10][CH2:9][C:8]([C:3]2[CH:4]=[CH:5][CH:6]=[CH:7][C:2]=2[F:1])=[O:11])[CH3:20])=[CH:15][CH:14]=1, predict the reactants needed to synthesize it. The reactants are: [F:1][C:2]1[CH:7]=[CH:6][CH:5]=[CH:4][C:3]=1[C:8](=[O:11])[CH:9]=[CH2:10].[Br:12][C:13]1[CH:18]=[CH:17][C:16]([C@@H:19]([NH2:21])[CH3:20])=[CH:15][CH:14]=1. (5) Given the product [C:1]([O:5][C:6]([N:8]1[CH2:12][CH2:11][CH2:10][C@H:9]1[C:13](=[O:15])[NH:22][CH:20]1[CH2:21][CH2:19]1)=[O:7])([CH3:2])([CH3:3])[CH3:4], predict the reactants needed to synthesize it. The reactants are: [C:1]([O:5][C:6]([N:8]1[CH2:12][CH2:11][CH2:10][C@H:9]1[C:13]([OH:15])=O)=[O:7])([CH3:4])([CH3:3])[CH3:2].C1C=C[C:19]2N(O)N=[N:22][C:20]=2[CH:21]=1.C1(N)CC1.CCN(C(C)C)C(C)C. (6) Given the product [Br-:10].[CH2:21]([C:35]1[C:34]2[C:29](=[CH:30][CH:31]=[CH:32][CH:33]=2)[CH:28]=[C:27]([CH3:26])[C:36]=1[N+:3]1[C:2]([Cl:1])=[C:6]([Cl:7])[NH:5][CH:4]=1)[CH2:20][CH2:19][CH2:18][CH2:17][CH2:16][CH2:15][CH2:14][CH2:13][CH2:12][CH3:11], predict the reactants needed to synthesize it. The reactants are: [Cl:1][C:2]1[N:3]=[CH:4][NH:5][C:6]=1[Cl:7].[OH-].[K+].[Br:10][CH2:11][CH2:12][CH2:13][CH2:14][CH2:15][CH2:16][CH2:17][CH2:18][CH2:19][CH2:20][CH2:21]C.[K+].[Br-].Br[CH2:26][C:27]1[CH:36]=[CH:35][C:34]2[C:29](=[CH:30][CH:31]=[CH:32][CH:33]=2)[CH:28]=1. (7) Given the product [Cl:1][C:2]1[C:11]2[CH2:10][CH2:9][CH2:8][CH2:7][C:6]=2[N+:5]([O-:21])=[C:4]([CH3:12])[CH:3]=1, predict the reactants needed to synthesize it. The reactants are: [Cl:1][C:2]1[C:11]2[CH2:10][CH2:9][CH2:8][CH2:7][C:6]=2[N:5]=[C:4]([CH3:12])[CH:3]=1.ClC1C=CC=C(C(OO)=[O:21])C=1.O.[OH-].[Na+]. (8) Given the product [CH:38]1([C:36]([NH:35][C:33]2[N:34]=[C:29]3[CH:28]=[CH:27][C:26]([O:25][C:24]4[CH:41]=[CH:42][C:43]([F:44])=[C:22]([NH:21][C:7]([C:6]5[O:5][CH:4]=[N:3][C:2]=5[CH3:1])=[O:9])[CH:23]=4)=[N:31][N:30]3[CH:32]=2)=[O:37])[CH2:39][CH2:40]1, predict the reactants needed to synthesize it. The reactants are: [CH3:1][C:2]1[N:3]=[CH:4][O:5][C:6]=1[C:7]([OH:9])=O.O1CCCC1.C(Cl)(=O)C(Cl)=O.[NH2:21][C:22]1[CH:23]=[C:24]([CH:41]=[CH:42][C:43]=1[F:44])[O:25][C:26]1[CH:27]=[CH:28][C:29]2[N:30]([CH:32]=[C:33]([NH:35][C:36]([CH:38]3[CH2:40][CH2:39]3)=[O:37])[N:34]=2)[N:31]=1. (9) Given the product [CH2:1]([NH:8][C:9]1[C:10]2[N:19]=[CH:18][C:17]([Cl:20])=[CH:16][C:11]=2[N:12]=[C:13]([NH:24][CH2:23][CH2:21][OH:22])[N:14]=1)[C:2]1[CH:7]=[CH:6][CH:5]=[CH:4][CH:3]=1, predict the reactants needed to synthesize it. The reactants are: [CH2:1]([NH:8][C:9]1[C:10]2[N:19]=[CH:18][C:17]([Cl:20])=[CH:16][C:11]=2[N:12]=[C:13](Cl)[N:14]=1)[C:2]1[CH:7]=[CH:6][CH:5]=[CH:4][CH:3]=1.[CH2:21]([CH2:23][NH2:24])[OH:22].C(N(CC)CC)C. (10) Given the product [N:15]1[CH:16]=[C:17]([NH:20][C:35]2[N:34]=[CH:33][C:32]3=[CH:31][CH:30]=[C:29]([C:24]4[CH:25]=[CH:26][CH:27]=[CH:28][C:23]=4[O:22][CH3:21])[N:37]3[N:36]=2)[CH:18]=[CH:19][C:14]=1[CH:11]1[CH2:10][CH2:9][NH:8][CH2:13][CH2:12]1, predict the reactants needed to synthesize it. The reactants are: C(OC([N:8]1[CH2:13][CH2:12][CH:11]([C:14]2[CH:19]=[CH:18][C:17]([NH2:20])=[CH:16][N:15]=2)[CH2:10][CH2:9]1)=O)(C)(C)C.[CH3:21][O:22][C:23]1[CH:28]=[CH:27][CH:26]=[CH:25][C:24]=1[C:29]1[N:37]2[C:32]([CH:33]=[N:34][C:35](O)=[N:36]2)=[CH:31][CH:30]=1.